This data is from Reaction yield outcomes from USPTO patents with 853,638 reactions. The task is: Predict the reaction yield, written as a fraction of the theoretical maximum amount of product (1.0 means a 100% yield; for example, 0.34 means a 34% yield). (1) The yield is 0.480. The catalyst is CCO.C1C=CC(P(C2C=CC=CC=2)[C-]2C=CC=C2)=CC=1.C1C=CC(P(C2C=CC=CC=2)[C-]2C=CC=C2)=CC=1.Cl[Pd]Cl.[Fe+2]. The reactants are Br[C:2]1[CH:7]=[CH:6][C:5]([C@@H:8]([NH:16][CH3:17])[CH2:9][N:10]2[CH2:15][CH2:14][O:13][CH2:12][CH2:11]2)=[CH:4][CH:3]=1.[CH2:18]([O:20][C:21]([C:23]1[CH:28]=[CH:27][C:26](B(O)O)=[CH:25][CH:24]=1)=[O:22])[CH3:19].C([O-])([O-])=O.[K+].[K+].C(Cl)Cl. The product is [CH3:17][NH:16][C@H:8]([C:5]1[CH:6]=[CH:7][C:2]([C:26]2[CH:27]=[CH:28][C:23]([C:21]([O:20][CH2:18][CH3:19])=[O:22])=[CH:24][CH:25]=2)=[CH:3][CH:4]=1)[CH2:9][N:10]1[CH2:15][CH2:14][O:13][CH2:12][CH2:11]1. (2) The reactants are C(Cl)CCl.[NH:5]1[C:13]2[C:8](=[CH:9][CH:10]=[CH:11][CH:12]=2)[CH:7]=[C:6]1[C:14]([OH:16])=O.CN.C(O)C.C1C=CC2N(O)N=[N:28][C:26]=2C=1.CCN(C(C)C)C(C)C. The catalyst is C1COCC1. The product is [CH3:26][NH:28][C:14]([C:6]1[NH:5][C:13]2[C:8]([CH:7]=1)=[CH:9][CH:10]=[CH:11][CH:12]=2)=[O:16]. The yield is 0.660. (3) The reactants are [CH3:1][O:2][C:3]1[CH:8]=[CH:7][C:6]([C:9]2([C:12]([OH:14])=[O:13])[CH2:11][CH2:10]2)=[CH:5][CH:4]=1.O.[C:16]1(C)C=CC(S(O)(=O)=O)=CC=1. The catalyst is CO. The product is [CH3:16][O:13][C:12]([C:9]1([C:6]2[CH:5]=[CH:4][C:3]([O:2][CH3:1])=[CH:8][CH:7]=2)[CH2:10][CH2:11]1)=[O:14]. The yield is 0.990. (4) The reactants are [CH2:1]([NH:4][C:5](=[O:25])[NH:6][C:7]1[N:12]=[CH:11][C:10](B(O)O)=[C:9]([C:16]2[S:17][CH:18]=[C:19]([C:21]([F:24])([F:23])[F:22])[N:20]=2)[CH:8]=1)[CH2:2][CH3:3].Cl[C:27]1[CH:32]=[CH:31][N:30]=[C:29]([C:33]([O:35][CH3:36])=[O:34])[CH:28]=1.C(=O)(O)[O-].[Na+].C(OCC)(=O)C. The catalyst is O1CCOCC1.O.Cl[Pd](Cl)([P](C1C=CC=CC=1)(C1C=CC=CC=1)C1C=CC=CC=1)[P](C1C=CC=CC=1)(C1C=CC=CC=1)C1C=CC=CC=1. The product is [CH2:1]([NH:4][C:5](=[O:25])[NH:6][C:7]1[N:12]=[CH:11][C:10]([C:27]2[CH:32]=[CH:31][N:30]=[C:29]([C:33]([O:35][CH3:36])=[O:34])[CH:28]=2)=[C:9]([C:16]2[S:17][CH:18]=[C:19]([C:21]([F:24])([F:23])[F:22])[N:20]=2)[CH:8]=1)[CH2:2][CH3:3]. The yield is 0.260.